Dataset: Full USPTO retrosynthesis dataset with 1.9M reactions from patents (1976-2016). Task: Predict the reactants needed to synthesize the given product. (1) The reactants are: [CH2:1]([O:8][C:9]1[CH:10]=[C:11]([O:29][C:30]2[CH:35]=[CH:34][C:33]([S:36]([CH3:39])(=[O:38])=[O:37])=[CH:32][CH:31]=2)[CH:12]=[C:13]2[C:17]=1[NH:16][C:15]([C:18]([NH:20][NH:21][C:22](=O)[C:23]([O:25][CH2:26][CH3:27])=[O:24])=O)=[CH:14]2)[C:2]1[CH:7]=[CH:6][CH:5]=[CH:4][CH:3]=1.COC1C=CC(P2(SP(C3C=CC(OC)=CC=3)(=S)S2)=[S:49])=CC=1. Given the product [CH2:1]([O:8][C:9]1[CH:10]=[C:11]([O:29][C:30]2[CH:35]=[CH:34][C:33]([S:36]([CH3:39])(=[O:37])=[O:38])=[CH:32][CH:31]=2)[CH:12]=[C:13]2[C:17]=1[NH:16][C:15]([C:18]1[S:49][C:22]([C:23]([O:25][CH2:26][CH3:27])=[O:24])=[N:21][N:20]=1)=[CH:14]2)[C:2]1[CH:3]=[CH:4][CH:5]=[CH:6][CH:7]=1, predict the reactants needed to synthesize it. (2) Given the product [N:23]1([C:4]([C:3]2[CH:7]=[C:8]([CH:9]=[CH:10][C:2]=2[F:1])[CH2:11][C:12]2[C:21]3[C:16](=[CH:17][CH:18]=[CH:19][CH:20]=3)[C:15](=[O:22])[NH:14][N:13]=2)=[O:5])[CH2:29][CH2:28][CH2:27][NH:26][CH2:25][CH2:24]1, predict the reactants needed to synthesize it. The reactants are: [F:1][C:2]1[CH:10]=[CH:9][C:8]([CH2:11][C:12]2[C:21]3[C:16](=[CH:17][CH:18]=[CH:19][CH:20]=3)[C:15](=[O:22])[NH:14][N:13]=2)=[CH:7][C:3]=1[C:4](O)=[O:5].[N:23]1(C(OC(C)(C)C)=O)[CH2:29][CH2:28][CH2:27][NH:26][CH2:25][CH2:24]1. (3) Given the product [CH3:35][O:34][N:29]([CH3:32])[C:1](=[O:4])/[C:16](/[NH:21][C:7](=[O:8])[O:9][CH2:10][CH:11]=[CH2:12])=[CH:17]/[CH3:18], predict the reactants needed to synthesize it. The reactants are: [C:1]([O-:4])(O)=O.[Na+].Cl[C:7]([O:9][CH2:10][CH:11]=[CH2:12])=[O:8].C1C=C[C:16]2[N:21](O)N=N[C:17]=2[CH:18]=1.C(Cl)CCl.CC[N:29]([CH2:32]C)CC.[O:34]1CCOC[CH2:35]1.O.